From a dataset of Catalyst prediction with 721,799 reactions and 888 catalyst types from USPTO. Predict which catalyst facilitates the given reaction. (1) Reactant: [CH2:1]([N:8]1[C:13](=[O:14])[CH:12]=[C:11](Br)[C:10]([C:16]2[CH:21]=[CH:20][CH:19]=[CH:18][CH:17]=2)=[N:9]1)[C:2]1[CH:7]=[CH:6][CH:5]=[CH:4][CH:3]=1.C([Sn](CCCC)(CCCC)[C:27]([O:29][CH2:30][CH3:31])=[CH2:28])CCC. Product: [CH2:1]([N:8]1[C:13](=[O:14])[CH:12]=[C:11]([C:27]([O:29][CH2:30][CH3:31])=[CH2:28])[C:10]([C:16]2[CH:21]=[CH:20][CH:19]=[CH:18][CH:17]=2)=[N:9]1)[C:2]1[CH:7]=[CH:6][CH:5]=[CH:4][CH:3]=1. The catalyst class is: 747. (2) Reactant: [CH3:1]C(C)([O-])C.[K+].[NH:7]1[C:15]2[C:10](=[CH:11][CH:12]=[CH:13][CH:14]=2)[CH:9]=[CH:8]1.C(OC)(=O)C(OC)=O. Product: [CH3:1][N:7]1[C:15]2[C:10](=[CH:11][CH:12]=[CH:13][CH:14]=2)[CH:9]=[CH:8]1. The catalyst class is: 3. (3) Reactant: [CH3:1][O:2][C:3]1[CH:8]=[CH:7][C:6]([C:9]2([C:15]([O:17][C:18]3[CH:23]=[CH:22][C:21]([C:24]([NH:26][OH:27])=[O:25])=[CH:20][CH:19]=3)=[O:16])[CH2:14][CH2:13][CH2:12]C[CH2:10]2)=[CH:5][CH:4]=1. Product: [CH3:1][O:2][C:3]1[CH:4]=[CH:5][C:6]([C:9]2([C:15]([O:17][C:18]3[CH:23]=[CH:22][C:21]([C:24]([NH:26][OH:27])=[O:25])=[CH:20][CH:19]=3)=[O:16])[CH2:10][CH2:12][CH2:13][CH2:14]2)=[CH:7][CH:8]=1. The catalyst class is: 12. (4) Reactant: S(=O)(=O)(O)O.[CH3:6][O:7][C:8]([C:10]1[C:15]([NH2:16])=[CH:14][CH:13]=[CH:12][N:11]=1)=[O:9].[Br:17]Br.[OH-].[Na+]. Product: [CH3:6][O:7][C:8]([C:10]1[C:15]([NH2:16])=[CH:14][CH:13]=[C:12]([Br:17])[N:11]=1)=[O:9]. The catalyst class is: 211. (5) Reactant: [Br:1][C:2]1[CH:7]=[CH:6][C:5]([O:8][C:9](=[O:14])[CH:10]=[C:11]([CH3:13])[CH3:12])=[CH:4][CH:3]=1.[Cl-].[Al+3].[Cl-].[Cl-]. Product: [Br:1][C:2]1[CH:3]=[C:4]2[C:5](=[CH:6][CH:7]=1)[O:8][C:9](=[O:14])[CH2:10][C:11]2([CH3:12])[CH3:13]. The catalyst class is: 4.